Dataset: NCI-60 drug combinations with 297,098 pairs across 59 cell lines. Task: Regression. Given two drug SMILES strings and cell line genomic features, predict the synergy score measuring deviation from expected non-interaction effect. (1) Drug 1: C1=CC(=CC=C1CCC2=CNC3=C2C(=O)NC(=N3)N)C(=O)NC(CCC(=O)O)C(=O)O. Drug 2: CCC1(CC2CC(C3=C(CCN(C2)C1)C4=CC=CC=C4N3)(C5=C(C=C6C(=C5)C78CCN9C7C(C=CC9)(C(C(C8N6C=O)(C(=O)OC)O)OC(=O)C)CC)OC)C(=O)OC)O.OS(=O)(=O)O. Cell line: OVCAR-8. Synergy scores: CSS=18.9, Synergy_ZIP=-4.43, Synergy_Bliss=-4.61, Synergy_Loewe=-3.68, Synergy_HSA=-3.19. (2) Drug 1: CN(C)N=NC1=C(NC=N1)C(=O)N. Drug 2: CC1C(C(=O)NC(C(=O)N2CCCC2C(=O)N(CC(=O)N(C(C(=O)O1)C(C)C)C)C)C(C)C)NC(=O)C3=C4C(=C(C=C3)C)OC5=C(C(=O)C(=C(C5=N4)C(=O)NC6C(OC(=O)C(N(C(=O)CN(C(=O)C7CCCN7C(=O)C(NC6=O)C(C)C)C)C)C(C)C)C)N)C. Cell line: BT-549. Synergy scores: CSS=-0.141, Synergy_ZIP=7.57, Synergy_Bliss=11.6, Synergy_Loewe=9.76, Synergy_HSA=10.2. (3) Drug 1: C1C(C(OC1N2C=NC3=C(N=C(N=C32)Cl)N)CO)O. Drug 2: C1=CC=C(C(=C1)C(C2=CC=C(C=C2)Cl)C(Cl)Cl)Cl. Cell line: UACC-257. Synergy scores: CSS=11.8, Synergy_ZIP=-5.68, Synergy_Bliss=-7.97, Synergy_Loewe=-15.9, Synergy_HSA=-8.70.